From a dataset of Reaction yield outcomes from USPTO patents with 853,638 reactions. Predict the reaction yield, written as a fraction of the theoretical maximum amount of product (1.0 means a 100% yield; for example, 0.34 means a 34% yield). (1) The reactants are IC1C=CC([C:8]2[CH:13]=[CH:12][CH:11]=[CH:10][C:9]=2[N:14](C(=O)C)[C:15]2[CH:20]=[CH:19][CH:18]=[CH:17][CH:16]=2)=CC=1.[C:24]([C:28]1[CH:33]=[CH:32][C:31]([NH:34][C:35]2[CH:40]=[CH:39][C:38]([C:41]([CH3:44])([CH3:43])[CH3:42])=[CH:37][CH:36]=2)=[CH:30][CH:29]=1)([CH3:27])([CH3:26])[CH3:25].C(=O)([O-])[O-].[K+].[K+].[CH3:57][CH2:58][CH2:59][CH2:60][CH2:61][CH2:62][CH2:57][CH2:58][CH2:59][CH2:60][CH2:61][CH3:62].[OH-].[K+]. The catalyst is C(O)CC(C)C.[Cu].O. The product is [C:41]([C:38]1[CH:37]=[CH:36][C:35]([N:34]([C:31]2[CH:32]=[CH:33][C:28]([C:24]([CH3:27])([CH3:26])[CH3:25])=[CH:29][CH:30]=2)[C:57]2[CH:58]=[CH:59][C:60]([C:18]3[CH:17]=[CH:16][C:15]([NH:14][C:9]4[CH:8]=[CH:13][CH:12]=[CH:11][CH:10]=4)=[CH:20][CH:19]=3)=[CH:61][CH:62]=2)=[CH:40][CH:39]=1)([CH3:44])([CH3:43])[CH3:42]. The yield is 0.755. (2) The reactants are [CH3:1][C:2]1[CH:11]=[C:10]([CH3:12])[C:9]2[C:4](=[CH:5][CH:6]=[C:7]([CH3:13])[CH:8]=2)[N:3]=1.[Se](=O)=[O:15]. No catalyst specified. The product is [CH3:12][C:10]1[C:9]2[C:4](=[CH:5][CH:6]=[C:7]([CH3:13])[CH:8]=2)[N:3]=[C:2]([CH:1]=[O:15])[CH:11]=1. The yield is 0.610. (3) The reactants are [CH2:1]([O:8][C:9]1[CH:10]=[C:11]2[C:16](=[C:17]([Cl:19])[CH:18]=1)[O:15][CH:14]([C:20]([F:23])([F:22])[F:21])[C:13]([C:24]([O:26]CC)=[O:25])=[CH:12]2)[C:2]1[CH:7]=[CH:6][CH:5]=[CH:4][CH:3]=1. The catalyst is [Cl-].[Na+].O. The product is [CH2:1]([O:8][C:9]1[CH:10]=[C:11]2[C:16](=[C:17]([Cl:19])[CH:18]=1)[O:15][CH:14]([C:20]([F:23])([F:21])[F:22])[C:13]([C:24]([OH:26])=[O:25])=[CH:12]2)[C:2]1[CH:3]=[CH:4][CH:5]=[CH:6][CH:7]=1. The yield is 1.00.